This data is from Forward reaction prediction with 1.9M reactions from USPTO patents (1976-2016). The task is: Predict the product of the given reaction. (1) Given the reactants [Cl:1][C:2]1[CH:10]=[CH:9][C:8]([S:11](Cl)(=[O:13])=[O:12])=[CH:7][C:3]=1[C:4]([OH:6])=[O:5].S([O-])([O-])=O.[Na+].[Na+].[OH-].[Na+].Cl, predict the reaction product. The product is: [Cl:1][C:2]1[CH:10]=[CH:9][C:8]([SH:11](=[O:13])=[O:12])=[CH:7][C:3]=1[C:4]([OH:6])=[O:5]. (2) Given the reactants [Cl:1][C:2]1[C:3]([F:31])=[C:4]([CH:8]2[C:12]([C:15]3[CH:20]=[CH:19][C:18]([Cl:21])=[CH:17][C:16]=3[F:22])([C:13]#[N:14])[CH:11]([CH2:23][C:24]([CH3:27])([CH3:26])[CH3:25])[NH:10][CH:9]2[C:28]([OH:30])=O)[CH:5]=[CH:6][CH:7]=1.CN(C(ON1N=NC2C=CC=NC1=2)=[N+](C)C)C.F[P-](F)(F)(F)(F)F.CCN(C(C)C)C(C)C.[NH:65]1[CH2:70][CH2:69][CH:68]([CH2:71][C:72]([NH2:74])=[O:73])[CH2:67][CH2:66]1, predict the reaction product. The product is: [Cl:1][C:2]1[C:3]([F:31])=[C:4]([C@@H:8]2[C@:12]([C:15]3[CH:20]=[CH:19][C:18]([Cl:21])=[CH:17][C:16]=3[F:22])([C:13]#[N:14])[C@H:11]([CH2:23][C:24]([CH3:25])([CH3:26])[CH3:27])[NH:10][C@H:9]2[C:28]([N:65]2[CH2:70][CH2:69][CH:68]([CH2:71][C:72]([NH2:74])=[O:73])[CH2:67][CH2:66]2)=[O:30])[CH:5]=[CH:6][CH:7]=1. (3) Given the reactants [C:1]1([C@H:7]2[CH2:11][O:10][C:9](=[O:12])[N:8]2[CH2:13][C:14]([OH:16])=O)[CH:6]=[CH:5][CH:4]=[CH:3][CH:2]=1.C(Cl)(=O)C([Cl:20])=O.CN(C)C=O, predict the reaction product. The product is: [C:1]1([C@H:7]2[CH2:11][O:10][C:9](=[O:12])[N:8]2[CH2:13][C:14]([Cl:20])=[O:16])[CH:6]=[CH:5][CH:4]=[CH:3][CH:2]=1.